Dataset: Full USPTO retrosynthesis dataset with 1.9M reactions from patents (1976-2016). Task: Predict the reactants needed to synthesize the given product. (1) Given the product [F:20][C:21]1[CH:26]=[CH:25][CH:24]=[CH:23][C:22]=1[C:2]1[C:12]2[O:11][CH2:10][CH2:9][N:8]([C:13]([O:15][C:16]([CH3:19])([CH3:18])[CH3:17])=[O:14])[CH2:7][C:6]=2[CH:5]=[CH:4][CH:3]=1, predict the reactants needed to synthesize it. The reactants are: Br[C:2]1[C:12]2[O:11][CH2:10][CH2:9][N:8]([C:13]([O:15][C:16]([CH3:19])([CH3:18])[CH3:17])=[O:14])[CH2:7][C:6]=2[CH:5]=[CH:4][CH:3]=1.[F:20][C:21]1[CH:26]=[CH:25][CH:24]=[CH:23][C:22]=1B(O)O.O. (2) Given the product [C:7]([C:44]1[CH:52]=[CH:51][C:47]([C:48]([OH:50])=[O:49])=[C:46]([CH3:53])[CH:45]=1)(=[O:9])[CH3:8], predict the reactants needed to synthesize it. The reactants are: C(=O)([O-])[O-].[K+].[K+].[CH:7]([O:9]CCCC)=[CH2:8].C1(P(C2C=CC=CC=2)CCCP(C2C=CC=CC=2)C2C=CC=CC=2)C=CC=CC=1.Br[C:44]1[CH:52]=[CH:51][C:47]([C:48]([OH:50])=[O:49])=[C:46]([CH3:53])[CH:45]=1.Cl. (3) The reactants are: [CH3:1][N:2]1[C:6]([C:7]2[CH:19]=[N:18][C:17]3[C:16]4[C:15](F)=[CH:14][C:13](C(O)(C)C)=[CH:12][C:11]=4[N:10]([C@H:25]([C:32]4[CH:37]=[CH:36][CH:35]=[CH:34][CH:33]=4)[CH:26]4[CH2:31][CH2:30][O:29][CH2:28][CH2:27]4)[C:9]=3[CH:8]=2)=[C:5]([CH3:38])[N:4]=[N:3]1.C1([C@@H](C2CCOCC2)O)C=CC=CC=1.CN1C(C2C=NC3C4C=CC=[C:64]([S:72](C)(=[O:74])=[O:73])C=4NC=3C=2)=C(C)N=N1. Given the product [CH3:64][S:72]([C:12]1[C:11]2[N:10]([C@@H:25]([CH:26]3[CH2:31][CH2:30][O:29][CH2:28][CH2:27]3)[C:32]3[CH:33]=[CH:34][CH:35]=[CH:36][CH:37]=3)[C:9]3[CH:8]=[C:7]([C:6]4[N:2]([CH3:1])[N:3]=[N:4][C:5]=4[CH3:38])[CH:19]=[N:18][C:17]=3[C:16]=2[CH:15]=[CH:14][CH:13]=1)(=[O:74])=[O:73], predict the reactants needed to synthesize it. (4) Given the product [N:44]1([C:1](=[O:2])[CH2:4][C:5]2[CH:6]=[CH:7][C:8]([CH:11]3[CH2:16][CH2:15][N:14]([C:17]([O:19][CH2:20][C:21]4[CH:22]=[CH:23][CH:24]=[CH:25][CH:26]=4)=[O:18])[CH2:13][CH:12]3[O:27][CH2:28][C:29]3[CH:30]=[CH:31][C:32]4[O:37][CH2:36][CH2:35][N:34]([CH2:38][CH2:39][CH2:40][O:41][CH3:42])[C:33]=4[CH:43]=3)=[CH:9][CH:10]=2)[C:53]2[C:48](=[CH:49][CH:50]=[CH:51][CH:52]=2)[CH2:47][CH2:46][CH2:45]1, predict the reactants needed to synthesize it. The reactants are: [C:1]([CH2:4][C:5]1[CH:10]=[CH:9][C:8]([CH:11]2[CH2:16][CH2:15][N:14]([C:17]([O:19][CH2:20][C:21]3[CH:26]=[CH:25][CH:24]=[CH:23][CH:22]=3)=[O:18])[CH2:13][CH:12]2[O:27][CH2:28][C:29]2[CH:30]=[CH:31][C:32]3[O:37][CH2:36][CH2:35][N:34]([CH2:38][CH2:39][CH2:40][O:41][CH3:42])[C:33]=3[CH:43]=2)=[CH:7][CH:6]=1)(O)=[O:2].[NH:44]1[C:53]2[C:48](=[CH:49][CH:50]=[CH:51][CH:52]=2)[CH2:47][CH2:46][CH2:45]1.C(N(CC)CC)C. (5) Given the product [I:1][C:2]1[CH:7]=[CH:6][C:5]([C:8]([C:10]2[CH:11]=[C:12]3[C:17](=[CH:18][C:19]=2[CH3:20])[C:16]([CH3:22])([CH3:21])[CH2:15][CH2:14][C:13]3([CH3:24])[CH3:23])=[CH2:25])=[CH:4][CH:3]=1, predict the reactants needed to synthesize it. The reactants are: [I:1][C:2]1[CH:7]=[CH:6][C:5]([C:8]([C:10]2[C:19]([CH3:20])=[CH:18][C:17]3[C:16]([CH3:22])([CH3:21])[CH2:15][CH2:14][C:13]([CH3:24])([CH3:23])[C:12]=3[CH:11]=2)=O)=[CH:4][CH:3]=1.[CH3:25][Mg]Cl.C1(C)C=CC=CC=1. (6) Given the product [ClH:31].[ClH:31].[ClH:31].[C:25]1([N:22]2[CH2:23][CH2:24][N:19]([C:17]([O:16][CH2:15][C@@H:9]3[CH2:10][N:11]([CH3:14])[CH2:12][CH2:13][NH:8]3)=[O:18])[CH2:20][CH2:21]2)[CH:26]=[CH:27][CH:28]=[CH:29][CH:30]=1, predict the reactants needed to synthesize it. The reactants are: C(OC([N:8]1[CH2:13][CH2:12][N:11]([CH3:14])[CH2:10][C@H:9]1[CH2:15][O:16][C:17]([N:19]1[CH2:24][CH2:23][N:22]([C:25]2[CH:30]=[CH:29][CH:28]=[CH:27][CH:26]=2)[CH2:21][CH2:20]1)=[O:18])=O)(C)(C)C.[ClH:31].CCOCC.